Predict the product of the given reaction. From a dataset of Forward reaction prediction with 1.9M reactions from USPTO patents (1976-2016). (1) Given the reactants CO[C:3]([C:5]1[CH:6]=[CH:7][C:8]2[N:9]([C:11]([CH:14]([C:16]3[CH:17]=[C:18]4[C:23](=[CH:24][CH:25]=3)[N:22]=[CH:21][C:20]([Br:26])=[CH:19]4)[CH3:15])=[N:12][N:13]=2)[N:10]=1)=[O:4].[Li+].[OH-].CN1CCOCC1.CN([C:39]([O:43][N:44]1N=NC2C=CC=N[C:45]1=2)=[N+](C)C)C.F[P-](F)(F)(F)(F)F, predict the reaction product. The product is: [CH3:39][O:43][N:44]([CH3:45])[C:3]([C:5]1[CH:6]=[CH:7][C:8]2[N:9]([C:11]([CH:14]([C:16]3[CH:17]=[C:18]4[C:23](=[CH:24][CH:25]=3)[N:22]=[CH:21][C:20]([Br:26])=[CH:19]4)[CH3:15])=[N:12][N:13]=2)[N:10]=1)=[O:4]. (2) Given the reactants [Br:1][C:2]1[CH:3]=[C:4]([CH2:9][C@H:10]([NH:14][C:15]([O:17][C:18]([CH3:21])([CH3:20])[CH3:19])=[O:16])[C:11]([OH:13])=O)[CH:5]=[CH:6][C:7]=1[I:8].F[P-](F)(F)(F)(F)F.N1(O[P+](N(C)C)(N(C)C)N(C)C)C2C=CC=CC=2N=N1.Cl.[NH2:50][CH2:51][C:52]([C:54]1[CH:59]=[CH:58][CH:57]=[CH:56][CH:55]=1)=[O:53].C(N(CC)C(C)C)(C)C, predict the reaction product. The product is: [Br:1][C:2]1[CH:3]=[C:4]([CH:5]=[CH:6][C:7]=1[I:8])[CH2:9][C@H:10]([NH:14][C:15](=[O:16])[O:17][C:18]([CH3:21])([CH3:20])[CH3:19])[C:11](=[O:13])[NH:50][CH2:51][C:52](=[O:53])[C:54]1[CH:59]=[CH:58][CH:57]=[CH:56][CH:55]=1.